Dataset: NCI-60 drug combinations with 297,098 pairs across 59 cell lines. Task: Regression. Given two drug SMILES strings and cell line genomic features, predict the synergy score measuring deviation from expected non-interaction effect. (1) Drug 1: C1=CC(=CC=C1CCCC(=O)O)N(CCCl)CCCl. Drug 2: CC1C(C(CC(O1)OC2CC(CC3=C2C(=C4C(=C3O)C(=O)C5=CC=CC=C5C4=O)O)(C(=O)C)O)N)O. Cell line: KM12. Synergy scores: CSS=25.7, Synergy_ZIP=-0.407, Synergy_Bliss=-1.08, Synergy_Loewe=-13.6, Synergy_HSA=0.701. (2) Drug 1: CC1=C(C(=CC=C1)Cl)NC(=O)C2=CN=C(S2)NC3=CC(=NC(=N3)C)N4CCN(CC4)CCO. Drug 2: C1=CC=C(C(=C1)C(C2=CC=C(C=C2)Cl)C(Cl)Cl)Cl. Cell line: NCIH23. Synergy scores: CSS=9.84, Synergy_ZIP=-2.12, Synergy_Bliss=1.58, Synergy_Loewe=-10.3, Synergy_HSA=-1.63. (3) Drug 1: C1=C(C(=O)NC(=O)N1)F. Drug 2: C1CN1P(=S)(N2CC2)N3CC3. Cell line: NCIH23. Synergy scores: CSS=41.9, Synergy_ZIP=-19.8, Synergy_Bliss=-16.5, Synergy_Loewe=-12.2, Synergy_HSA=-9.89. (4) Drug 1: CC12CCC(CC1=CCC3C2CCC4(C3CC=C4C5=CN=CC=C5)C)O. Drug 2: CC1=C2C(C(=O)C3(C(CC4C(C3C(C(C2(C)C)(CC1OC(=O)C(C(C5=CC=CC=C5)NC(=O)C6=CC=CC=C6)O)O)OC(=O)C7=CC=CC=C7)(CO4)OC(=O)C)O)C)OC(=O)C. Cell line: LOX IMVI. Synergy scores: CSS=77.4, Synergy_ZIP=26.9, Synergy_Bliss=26.0, Synergy_Loewe=27.8, Synergy_HSA=31.2. (5) Drug 1: COC1=C(C=C2C(=C1)N=CN=C2NC3=CC(=C(C=C3)F)Cl)OCCCN4CCOCC4. Drug 2: CC1C(C(CC(O1)OC2CC(CC3=C2C(=C4C(=C3O)C(=O)C5=C(C4=O)C(=CC=C5)OC)O)(C(=O)CO)O)N)O.Cl. Cell line: SF-295. Synergy scores: CSS=39.8, Synergy_ZIP=0.123, Synergy_Bliss=-0.0695, Synergy_Loewe=-3.45, Synergy_HSA=1.000.